Task: Predict the product of the given reaction.. Dataset: Forward reaction prediction with 1.9M reactions from USPTO patents (1976-2016) (1) The product is: [NH2:1][C:2]1[C:3]2[N:4]([C:8]([C@@H:25]3[CH2:30][CH2:29][C@H:28]([CH2:31][OH:32])[CH2:27][CH2:26]3)=[N:9][C:10]=2[C:11]2[CH:16]=[CH:15][CH:14]=[C:13]([O:17][CH2:18][C:19]3[CH:20]=[CH:21][CH:22]=[CH:23][CH:24]=3)[CH:12]=2)[CH:5]=[CH:6][N:7]=1. Given the reactants [NH2:1][C:2]1[C:3]2[N:4]([C:8]([C@H:25]3[CH2:30][CH2:29][C@H:28]([C:31](N)=[O:32])[CH2:27][CH2:26]3)=[N:9][C:10]=2[C:11]2[CH:16]=[CH:15][CH:14]=[C:13]([O:17][CH2:18][C:19]3[CH:24]=[CH:23][CH:22]=[CH:21][CH:20]=3)[CH:12]=2)[CH:5]=[CH:6][N:7]=1.C(OC1C=C(C2N=C(C3CCC(CO)CC3)N3C=CN=C(Cl)C=23)C=CC=1)C1C=CC=CC=1, predict the reaction product. (2) Given the reactants [Cl:1][C:2]1[C:3]([S:13][CH3:14])=[N:4][C:5]([C:8]2[O:9][CH:10]=[CH:11][CH:12]=2)=[N:6][CH:7]=1.[Cl:15][S:16](O)(=[O:18])=[O:17], predict the reaction product. The product is: [Cl:1][C:2]1[C:3]([S:13][CH3:14])=[N:4][C:5]([C:8]2[O:9][C:10]([S:16]([Cl:15])(=[O:18])=[O:17])=[CH:11][CH:12]=2)=[N:6][CH:7]=1. (3) The product is: [OH:1][C:2]1[C:7]([CH2:8][CH2:9][CH3:10])=[C:6]([OH:11])[CH:5]=[CH:4][C:3]=1[C:12]([C:14]1[CH:19]=[CH:18][CH:17]=[CH:16][CH:15]=1)=[N:21][OH:22]. Given the reactants [OH:1][C:2]1[C:7]([CH2:8][CH2:9][CH3:10])=[C:6]([OH:11])[CH:5]=[CH:4][C:3]=1[C:12]([C:14]1[CH:19]=[CH:18][CH:17]=[CH:16][CH:15]=1)=O.Cl.[NH2:21][OH:22].C([O-])(=O)C.[Na+], predict the reaction product. (4) Given the reactants [CH3:1][N:2]([CH3:22])[C:3]([C:5]1[N:14]([CH:15]2[CH2:21][CH2:20][CH2:19][CH2:18][CH2:17][CH2:16]2)[C:8]2[N:9]=[C:10](Cl)[N:11]=[CH:12][C:7]=2[CH:6]=1)=[O:4].C[O:24][C:25](=[O:33])[C:26]1[CH:31]=[CH:30][C:29]([NH2:32])=[N:28][CH:27]=1.C([O-])([O-])=O.[Cs+].[Cs+].C1C=CC(P(C2C(C3C(P(C4C=CC=CC=4)C4C=CC=CC=4)=CC=C4C=3C=CC=C4)=C3C(C=CC=C3)=CC=2)C2C=CC=CC=2)=CC=1, predict the reaction product. The product is: [CH:15]1([N:14]2[C:8]3[N:9]=[C:10]([NH:32][C:29]4[CH:30]=[CH:31][C:26]([C:25]([OH:33])=[O:24])=[CH:27][N:28]=4)[N:11]=[CH:12][C:7]=3[CH:6]=[C:5]2[C:3](=[O:4])[N:2]([CH3:22])[CH3:1])[CH2:21][CH2:20][CH2:19][CH2:18][CH2:17][CH2:16]1. (5) The product is: [CH3:25][C:20]1([CH3:26])[C:21]([CH3:24])([CH3:23])[O:22][B:18]([C:2]2[CH:10]=[C:9]3[C:5]([CH2:6][CH2:7][N:8]3[C:11]([O:13][C:14]([CH3:17])([CH3:16])[CH3:15])=[O:12])=[CH:4][CH:3]=2)[O:19]1. Given the reactants Br[C:2]1[CH:10]=[C:9]2[C:5]([CH2:6][CH2:7][N:8]2[C:11]([O:13][C:14]([CH3:17])([CH3:16])[CH3:15])=[O:12])=[CH:4][CH:3]=1.[B:18]1([B:18]2[O:22][C:21]([CH3:24])([CH3:23])[C:20]([CH3:26])([CH3:25])[O:19]2)[O:22][C:21]([CH3:24])([CH3:23])[C:20]([CH3:26])([CH3:25])[O:19]1.C([O-])(=O)C.[K+], predict the reaction product.